This data is from Reaction yield outcomes from USPTO patents with 853,638 reactions. The task is: Predict the reaction yield, written as a fraction of the theoretical maximum amount of product (1.0 means a 100% yield; for example, 0.34 means a 34% yield). (1) The reactants are [CH:1]([C:4]1[C:8]([CH2:9][CH2:10][CH2:11][OH:12])=[CH:7][N:6]([C:13]2[CH:18]=[CH:17][C:16]([C:19]([F:22])([F:21])[F:20])=[CH:15][N:14]=2)[N:5]=1)([CH3:3])[CH3:2].O[C:24]1[C:29]([CH3:30])=[CH:28][CH:27]=[CH:26][C:25]=1[CH2:31][C:32]([O:34]C)=[O:33].C(P(CCCC)CCCC)CCC.N(C(N1CCCCC1)=O)=NC(N1CCCCC1)=O. The catalyst is O1CCCC1. The product is [CH:1]([C:4]1[C:8]([CH2:9][CH2:10][CH2:11][O:12][C:24]2[C:29]([CH3:30])=[CH:28][CH:27]=[CH:26][C:25]=2[CH2:31][C:32]([OH:34])=[O:33])=[CH:7][N:6]([C:13]2[CH:18]=[CH:17][C:16]([C:19]([F:21])([F:20])[F:22])=[CH:15][N:14]=2)[N:5]=1)([CH3:3])[CH3:2]. The yield is 0.290. (2) The reactants are [C:1]([Si:5]([O:18][CH2:19][C:20]([CH3:44])=[CH:21][CH2:22][CH2:23][C:24]([CH3:43])=[CH:25][CH2:26][C:27]1[C:32]([O:33][CH2:34][O:35][CH3:36])=[CH:31][C:30]([CH2:37]I)=[CH:29][C:28]=1[O:39][CH2:40][O:41][CH3:42])([C:12]1[CH:17]=[CH:16][CH:15]=[CH:14][CH:13]=1)[C:6]1[CH:11]=[CH:10][CH:9]=[CH:8][CH:7]=1)([CH3:4])([CH3:3])[CH3:2].[I-].[Na+].CCOCC.[P:52]([O:59]CC)([O:56][CH2:57][CH3:58])[O:53][CH2:54][CH3:55]. No catalyst specified. The product is [CH2:54]([O:53][P:52]([CH2:37][C:30]1[CH:31]=[C:32]([O:33][CH2:34][O:35][CH3:36])[C:27]([CH2:26][CH:25]=[C:24]([CH3:43])[CH2:23][CH2:22][CH:21]=[C:20]([CH3:44])[CH2:19][O:18][Si:5]([C:1]([CH3:2])([CH3:3])[CH3:4])([C:6]2[CH:7]=[CH:8][CH:9]=[CH:10][CH:11]=2)[C:12]2[CH:13]=[CH:14][CH:15]=[CH:16][CH:17]=2)=[C:28]([O:39][CH2:40][O:41][CH3:42])[CH:29]=1)(=[O:59])[O:56][CH2:57][CH3:58])[CH3:55]. The yield is 0.920. (3) The reactants are [C:1]([O:5][C:6]([N:8]1[CH2:13][CH2:12][C:11]([CH3:17])([C:14]([OH:16])=[O:15])[CH2:10][CH2:9]1)=[O:7])([CH3:4])([CH3:3])[CH3:2].[CH3:18][Si](C=[N+]=[N-])(C)C. The catalyst is CO.C1(C)C=CC=CC=1. The product is [CH3:17][C:11]1([C:14]([O:16][CH3:18])=[O:15])[CH2:12][CH2:13][N:8]([C:6]([O:5][C:1]([CH3:4])([CH3:2])[CH3:3])=[O:7])[CH2:9][CH2:10]1. The yield is 1.00. (4) The reactants are [S:1]([N:11]1[C:15]2=[N:16][CH:17]=[C:18]([NH:20][NH:21]C(OC(C)(C)C)=O)[N:19]=[C:14]2[CH:13]=[CH:12]1)([C:4]1[CH:10]=[CH:9][C:7]([CH3:8])=[CH:6][CH:5]=1)(=[O:3])=[O:2].S(N1C2=NC=C(N(C(OC(C)(C)C)=O)N)N=C2C=C1)(C1C=CC(C)=CC=1)(=O)=O.Cl. The catalyst is O1CCOCC1. The product is [NH:20]([C:18]1[N:19]=[C:14]2[CH:13]=[CH:12][N:11]([S:1]([C:4]3[CH:10]=[CH:9][C:7]([CH3:8])=[CH:6][CH:5]=3)(=[O:2])=[O:3])[C:15]2=[N:16][CH:17]=1)[NH2:21]. The yield is 0.500.